Task: Regression. Given two drug SMILES strings and cell line genomic features, predict the synergy score measuring deviation from expected non-interaction effect.. Dataset: NCI-60 drug combinations with 297,098 pairs across 59 cell lines Drug 1: CNC(=O)C1=NC=CC(=C1)OC2=CC=C(C=C2)NC(=O)NC3=CC(=C(C=C3)Cl)C(F)(F)F. Drug 2: C1CC(=O)NC(=O)C1N2C(=O)C3=CC=CC=C3C2=O. Synergy scores: CSS=-4.82, Synergy_ZIP=4.39, Synergy_Bliss=4.68, Synergy_Loewe=-0.0401, Synergy_HSA=-1.06. Cell line: UO-31.